From a dataset of Retrosynthesis with 50K atom-mapped reactions and 10 reaction types from USPTO. Predict the reactants needed to synthesize the given product. (1) Given the product COCc1cc(Nc2cc(-c3ccnc(N4CCc5c(cc6n5CCCC6)C4=O)c3CO)cn(C)c2=O)nn1C, predict the reactants needed to synthesize it. The reactants are: COCc1cc(Nc2cc(-c3ccnc(N4CCc5c(cc6n5CCCC6)C4=O)c3C=O)cn(C)c2=O)nn1C. (2) Given the product O=C(O)c1cc2cccc([N+](=O)[O-])c2s1, predict the reactants needed to synthesize it. The reactants are: COC(=O)c1cc2cccc([N+](=O)[O-])c2s1. (3) The reactants are: CC(C)(C)OC(=O)Nc1cnn(C(C)(C)CS(C)(=O)=O)c1. Given the product CC(C)(CS(C)(=O)=O)n1cc(N)cn1, predict the reactants needed to synthesize it.